Dataset: Reaction yield outcomes from USPTO patents with 853,638 reactions. Task: Predict the reaction yield, written as a fraction of the theoretical maximum amount of product (1.0 means a 100% yield; for example, 0.34 means a 34% yield). (1) The reactants are [C:1]1([N:7]([C:28]2[CH:33]=[CH:32][CH:31]=[CH:30][CH:29]=2)[C:8]2[N:13]=[C:12]([N:14]([C:21]3[CH:26]=[CH:25][CH:24]=[CH:23][CH:22]=3)[C:15]3[CH:20]=[CH:19][CH:18]=[CH:17][CH:16]=3)[N:11]=[C:10](Cl)[N:9]=2)[CH:6]=[CH:5][CH:4]=[CH:3][CH:2]=1.[C:34]1([OH:40])[CH:39]=[CH:38][CH:37]=[CH:36][CH:35]=1.[OH-].[Na+].[O-]C1C=CC=CC=1.[Na+]. The catalyst is CC(C)=O.CC(C)=O.O.O. The product is [C:1]1([N:7]([C:28]2[CH:33]=[CH:32][CH:31]=[CH:30][CH:29]=2)[C:8]2[N:13]=[C:12]([N:14]([C:21]3[CH:26]=[CH:25][CH:24]=[CH:23][CH:22]=3)[C:15]3[CH:20]=[CH:19][CH:18]=[CH:17][CH:16]=3)[N:11]=[C:10]([O:40][C:34]3[CH:39]=[CH:38][CH:37]=[CH:36][CH:35]=3)[N:9]=2)[CH:6]=[CH:5][CH:4]=[CH:3][CH:2]=1. The yield is 0.650. (2) The reactants are [CH3:1][S:2]([C:5]1[CH:10]=[CH:9][C:8]([N:11]2[C:15]3=[N:16][CH:17]=[N:18][C:19]([NH:20][CH:21]4[CH2:26][CH2:25][NH:24][CH2:23][CH2:22]4)=[C:14]3[CH:13]=[N:12]2)=[CH:7][CH:6]=1)(=[O:4])=[O:3].BrC1C=[C:32]([C:34]([F:37])([F:36])[F:35])[CH:31]=[CH:30]N=1.C(=O)([O-])[O-].[K+].[K+].[CH3:44][N:45]([CH:47]=O)C. No catalyst specified. The product is [CH3:1][S:2]([C:5]1[CH:10]=[CH:9][C:8]([N:11]2[C:15]3=[N:16][CH:17]=[N:18][C:19]([NH:20][CH:21]4[CH2:26][CH2:25][N:24]([C:44]5[CH:30]=[CH:31][C:32]([C:34]([F:37])([F:36])[F:35])=[CH:47][N:45]=5)[CH2:23][CH2:22]4)=[C:14]3[CH:13]=[N:12]2)=[CH:7][CH:6]=1)(=[O:3])=[O:4]. The yield is 0.320. (3) The reactants are O=[C:2]([CH2:8][CH2:9][C:10]1[CH:15]=[CH:14][CH:13]=[CH:12][CH:11]=1)[CH2:3][CH2:4][C:5]([OH:7])=[O:6].Cl.[NH2:17][OH:18].C[O-].[Na+].CCOCC. The product is [OH:18][N:17]=[C:2]([CH2:8][CH2:9][C:10]1[CH:15]=[CH:14][CH:13]=[CH:12][CH:11]=1)[CH2:3][CH2:4][C:5]([OH:7])=[O:6]. The catalyst is CO. The yield is 0.900.